Dataset: Catalyst prediction with 721,799 reactions and 888 catalyst types from USPTO. Task: Predict which catalyst facilitates the given reaction. (1) Reactant: [C:1]([O:5][C:6]([NH:8][C@@H:9]([CH2:13][CH2:14][CH2:15][CH2:16][CH2:17][C:18](=[O:21])[CH2:19][CH3:20])[C:10](O)=[O:11])=[O:7])([CH3:4])([CH3:3])[CH3:2].CC(OC(OC(OC(C)(C)C)=O)=O)(C)C.C(=O)(O)[O-].[NH4+:41]. Product: [NH2:41][C:10]([C@@H:9]([NH:8][C:6](=[O:7])[O:5][C:1]([CH3:4])([CH3:3])[CH3:2])[CH2:13][CH2:14][CH2:15][CH2:16][CH2:17][C:18](=[O:21])[CH2:19][CH3:20])=[O:11]. The catalyst class is: 12. (2) Reactant: [Br:1][C:2]1[CH:3]=[C:4]2[C:11]3([C:15](=[O:16])[NH:14][C:13](=O)[NH:12]3)[CH2:10][CH:9]([C:18]3[CH:23]=[CH:22][CH:21]=[C:20]([Cl:24])[CH:19]=3)[O:8][C:5]2=[CH:6][CH:7]=1.COC1C=CC(P2(SP(C3C=CC(OC)=CC=3)(=S)S2)=[S:34])=CC=1. Product: [Br:1][C:2]1[CH:3]=[C:4]2[C:11]3([C:15](=[O:16])[NH:14][C:13](=[S:34])[NH:12]3)[CH2:10][CH:9]([C:18]3[CH:23]=[CH:22][CH:21]=[C:20]([Cl:24])[CH:19]=3)[O:8][C:5]2=[CH:6][CH:7]=1. The catalyst class is: 12. (3) Reactant: Cl.C(O)C.[Cl:5][C:6]1[CH:7]=[C:8]([C@@H:13]2[O:19][CH2:18][CH2:17][N:16](C(OC(C)(C)C)=O)[CH2:15][C@H:14]2[CH2:27][N:28]2[CH:33]=[CH:32][CH:31]=[C:30]([C:34]3[NH:38][C:37](=[O:39])[O:36][N:35]=3)[C:29]2=[O:40])[CH:9]=[CH:10][C:11]=1[Cl:12]. Product: [ClH:5].[Cl:5][C:6]1[CH:7]=[C:8]([C@@H:13]2[O:19][CH2:18][CH2:17][NH:16][CH2:15][C@H:14]2[CH2:27][N:28]2[CH:33]=[CH:32][CH:31]=[C:30]([C:34]3[NH:38][C:37](=[O:39])[O:36][N:35]=3)[C:29]2=[O:40])[CH:9]=[CH:10][C:11]=1[Cl:12]. The catalyst class is: 8. (4) Reactant: [F:1][C:2]1[C:7]([C:8]#[C:9][Si](C)(C)C)=[CH:6][CH:5]=[CH:4][N:3]=1.[F-].C([N+](CCCC)(CCCC)CCCC)CCC. Product: [C:8]([C:7]1[C:2]([F:1])=[N:3][CH:4]=[CH:5][CH:6]=1)#[CH:9]. The catalyst class is: 30. (5) Reactant: [CH3:1][O:2][C:3]1[CH:4]=[C:5]([CH:8]=[CH:9][C:10]=1[CH:11]=[C:12]([C:16]1[S:17][C:18]([CH3:21])=[N:19][N:20]=1)[C:13](=O)[CH3:14])[C:6]#[N:7].[NH2:22]/[C:23](/[CH3:27])=[CH:24]\[C:25]#[N:26]. Product: [C:6]([C:5]1[CH:8]=[CH:9][C:10]([CH:11]2[C:12]([C:16]3[S:17][C:18]([CH3:21])=[N:19][N:20]=3)=[C:13]([CH3:14])[NH:22][C:23]([CH3:27])=[C:24]2[C:25]#[N:26])=[C:3]([O:2][CH3:1])[CH:4]=1)#[N:7]. The catalyst class is: 32. (6) Reactant: CO[C:3]([C:5]1[C:10]([O:11][CH2:12][C:13]2[CH:18]=[CH:17][CH:16]=[CH:15][CH:14]=2)=[C:9]([O:19][CH3:20])[CH:8]=[C:7]([S:21][CH3:22])[N:6]=1)=[O:4].[OH-].[Na+].[F:25][C:26]1[CH:33]=[CH:32][C:29]([CH2:30][NH2:31])=[CH:28][CH:27]=1.CN(C(ON1N=NC2C=CC=NC1=2)=[N+](C)C)C.F[P-](F)(F)(F)(F)F. Product: [F:25][C:26]1[CH:33]=[CH:32][C:29]([CH2:30][NH:31][C:3]([C:5]2[C:10]([O:11][CH2:12][C:13]3[CH:14]=[CH:15][CH:16]=[CH:17][CH:18]=3)=[C:9]([O:19][CH3:20])[CH:8]=[C:7]([S:21][CH3:22])[N:6]=2)=[O:4])=[CH:28][CH:27]=1. The catalyst class is: 5.